Dataset: Reaction yield outcomes from USPTO patents with 853,638 reactions. Task: Predict the reaction yield, written as a fraction of the theoretical maximum amount of product (1.0 means a 100% yield; for example, 0.34 means a 34% yield). (1) The reactants are [O:1]=[C:2]1[CH:7]=[C:6]([C:8]([OH:10])=O)[CH:5]=[CH:4][N:3]1[CH2:11][CH2:12][CH2:13][CH2:14][N:15]1[CH:19]=[C:18]([C:20](=[O:34])[NH:21][CH2:22][C:23]2[CH:28]=[CH:27][CH:26]=[C:25]([O:29][C:30]([F:33])([F:32])[F:31])[CH:24]=2)[N:17]=[N:16]1.[C:35]1([CH2:41][NH2:42])[CH:40]=[CH:39][CH:38]=[CH:37][CH:36]=1.CCN(C(C)C)C(C)C.CN(C(ON1N=NC2C=CC=NC1=2)=[N+](C)C)C.F[P-](F)(F)(F)(F)F. The catalyst is CS(C)=O.O. The product is [CH2:41]([NH:42][C:8]([C:6]1[CH:5]=[CH:4][N:3]([CH2:11][CH2:12][CH2:13][CH2:14][N:15]2[CH:19]=[C:18]([C:20](=[O:34])[NH:21][CH2:22][C:23]3[CH:28]=[CH:27][CH:26]=[C:25]([O:29][C:30]([F:31])([F:33])[F:32])[CH:24]=3)[N:17]=[N:16]2)[C:2](=[O:1])[CH:7]=1)=[O:10])[C:35]1[CH:40]=[CH:39][CH:38]=[CH:37][CH:36]=1. The yield is 1.00. (2) The reactants are [CH:1]1([C:5]2[CH:6]=[C:7]([NH:19][C:20]3[CH:25]=[CH:24][CH:23]=[C:22]([O:26][CH3:27])[CH:21]=3)[N:8](CC3C=CC(OC)=CC=3)[N:9]=2)[CH2:4][CH2:3][CH2:2]1.FC(F)(F)C(O)=O. No catalyst specified. The product is [CH:1]1([C:5]2[CH:6]=[C:7]([NH:19][C:20]3[CH:25]=[CH:24][CH:23]=[C:22]([O:26][CH3:27])[CH:21]=3)[NH:8][N:9]=2)[CH2:2][CH2:3][CH2:4]1. The yield is 0.370.